Predict the reaction yield, written as a fraction of the theoretical maximum amount of product (1.0 means a 100% yield; for example, 0.34 means a 34% yield). From a dataset of Reaction yield outcomes from USPTO patents with 853,638 reactions. (1) The reactants are [C:1]([C:4]1[CH:13]=[CH:12][C:11]2[C:6](=[CH:7][CH:8]=[CH:9][CH:10]=2)[CH:5]=1)(=[O:3])[NH2:2].Cl[CH2:15][C:16](=O)[CH2:17][C:18]([O:20]CC)=[O:19]. The catalyst is C(OCC)(=O)C. The product is [CH:5]1[C:6]2[C:11](=[CH:10][CH:9]=[CH:8][CH:7]=2)[CH:12]=[CH:13][C:4]=1[C:1]1[O:3][CH:15]=[C:16]([CH2:17][C:18]([OH:20])=[O:19])[N:2]=1. The yield is 0.130. (2) The reactants are [NH2:1][C:2]1[C:7]([CH3:8])=[CH:6][C:5]([OH:9])=[C:4]([CH3:10])[CH:3]=1.[CH3:11][C:12]([O:15][C:16](O[C:16]([O:15][C:12]([CH3:14])([CH3:13])[CH3:11])=[O:17])=[O:17])([CH3:14])[CH3:13]. The catalyst is C1COCC1. The product is [C:12]([O:15][C:16](=[O:17])[NH:1][C:2]1[CH:3]=[C:4]([CH3:10])[C:5]([OH:9])=[CH:6][C:7]=1[CH3:8])([CH3:14])([CH3:13])[CH3:11]. The yield is 0.900. (3) The reactants are [F:1][C:2]1[CH:16]=[CH:15][C:5]([CH2:6][N:7]2[CH2:12][C@@H:11]([CH3:13])[NH:10][CH2:9][C@@H:8]2[CH3:14])=[CH:4][CH:3]=1.C(N(CC)CC)C.[Cl:24][C:25]1[CH:26]=[CH:27][C:28]2[O:32][C:31]([C:33](Cl)=[O:34])=[CH:30][C:29]=2[CH:36]=1. The catalyst is C(Cl)Cl. The product is [Cl:24][C:25]1[CH:26]=[CH:27][C:28]2[O:32][C:31]([C:33]([N:10]3[CH2:9][C@@H:8]([CH3:14])[N:7]([CH2:6][C:5]4[CH:15]=[CH:16][C:2]([F:1])=[CH:3][CH:4]=4)[CH2:12][C@@H:11]3[CH3:13])=[O:34])=[CH:30][C:29]=2[CH:36]=1. The yield is 0.820. (4) The catalyst is C(Cl)Cl.[O-2].[Mn+4].[O-2]. The reactants are [OH:1][CH2:2][CH2:3][N:4]([CH3:16])[C:5]([NH:7][C:8]1[CH:13]=[CH:12][C:11]([CH2:14][OH:15])=[CH:10][CH:9]=1)=[O:6]. The yield is 0.490. The product is [CH:14]([C:11]1[CH:12]=[CH:13][C:8]([NH:7][C:5](=[O:6])[N:4]([CH2:3][CH2:2][OH:1])[CH3:16])=[CH:9][CH:10]=1)=[O:15]. (5) The reactants are [CH:1]([N:4]1[C:8]([C:9]2[N:10]=[C:11]3[C:17]4[CH:18]=[CH:19][C:20](B5OC(C)(C)C(C)(C)O5)=[CH:21][C:16]=4[O:15][CH2:14][CH2:13][N:12]3[CH:31]=2)=[N:7][CH:6]=[N:5]1)([CH3:3])[CH3:2].Br[C:33]1[N:34]=[CH:35][N:36]([CH2:38][C:39]([CH3:42])([OH:41])[CH3:40])[CH:37]=1.BrC1N(CC(C)(O)C)C=NC=1.COCCOC.C(=O)([O-])[O-].[Cs+].[Cs+].O. The catalyst is C1C=CC(P(C2C=CC=CC=2)[C-]2C=CC=C2)=CC=1.C1C=CC(P(C2C=CC=CC=2)[C-]2C=CC=C2)=CC=1.Cl[Pd]Cl.[Fe+2]. The product is [CH:1]([N:4]1[C:8]([C:9]2[N:10]=[C:11]3[C:17]4[CH:18]=[CH:19][C:20]([C:33]5[N:34]=[CH:35][N:36]([CH2:38][C:39]([CH3:42])([OH:41])[CH3:40])[CH:37]=5)=[CH:21][C:16]=4[O:15][CH2:14][CH2:13][N:12]3[CH:31]=2)=[N:7][CH:6]=[N:5]1)([CH3:3])[CH3:2]. The yield is 0.120. (6) The reactants are [CH2:1]([O:3][C:4]([CH:6]1[CH2:11][NH:10][CH2:9][CH2:8][N:7]1[S:12]([C:15]1[CH:20]=[CH:19][C:18]([O:21][CH2:22][C:23]#[C:24][CH3:25])=[CH:17][CH:16]=1)(=[O:14])=[O:13])=[O:5])[CH3:2].C(N(CC)CC)C.[C:33](Cl)(=[O:35])[CH3:34]. The catalyst is ClCCl.CN(C1C=CN=CC=1)C.C(OCC)(=O)C. The product is [CH2:1]([O:3][C:4]([CH:6]1[CH2:11][N:10]([C:33](=[O:35])[CH3:34])[CH2:9][CH2:8][N:7]1[S:12]([C:15]1[CH:20]=[CH:19][C:18]([O:21][CH2:22][C:23]#[C:24][CH3:25])=[CH:17][CH:16]=1)(=[O:13])=[O:14])=[O:5])[CH3:2]. The yield is 0.680.